From a dataset of Forward reaction prediction with 1.9M reactions from USPTO patents (1976-2016). Predict the product of the given reaction. (1) Given the reactants [C:1]([C:4]1[CH:9]=[CH:8][CH:7]=[C:6]([CH3:10])[N:5]=1)(=O)[CH3:2].C([O-])(=O)C.[NH4+].C([BH3-])#[N:17].[Na+], predict the reaction product. The product is: [CH3:10][C:6]1[N:5]=[C:4]([CH:1]([NH2:17])[CH3:2])[CH:9]=[CH:8][CH:7]=1. (2) Given the reactants C([C:3]1[N:8]=[C:7]2[C:9]([C:19](=[O:28])[NH:20][C@H:21]3[CH2:26][CH2:25][CH2:24][CH2:23][C@@H:22]3[OH:27])=[CH:10][N:11]([C:12](OC(C)(C)C)=O)[C:6]2=[CH:5][CH:4]=1)#N.ClC[C:31]1[N:32]=[C:33]([CH3:36])[S:34][CH:35]=1.C(=O)([O-])[O-].[Cs+].[Cs+].CN(C=O)C, predict the reaction product. The product is: [OH:27][C@H:22]1[CH2:23][CH2:24][CH2:25][CH2:26][C@@H:21]1[NH:20][C:19]([C:9]1[C:7]2=[N:8][CH:3]=[CH:4][CH:5]=[C:6]2[N:11]([CH2:12][C:31]2[N:32]=[C:33]([CH3:36])[S:34][CH:35]=2)[CH:10]=1)=[O:28]. (3) Given the reactants [Br:1][C:2]1[CH:7]=[CH:6][C:5](I)=[CH:4][CH:3]=1.Br[C:10]([F:17])([F:16])[C:11]([O:13][CH2:14][CH3:15])=[O:12].C(=O)(O)[O-].[Na+], predict the reaction product. The product is: [Br:1][C:2]1[CH:7]=[CH:6][C:5]([C:10]([F:17])([F:16])[C:11]([O:13][CH2:14][CH3:15])=[O:12])=[CH:4][CH:3]=1. (4) Given the reactants [Cl:1][C:2]1[CH:3]=[C:4]([Cl:16])[C:5]2[O:10][C@@H:9]([CH:11]([CH3:13])[CH3:12])[C:8](=[O:14])[NH:7][C:6]=2[CH:15]=1.C(=O)([O-])[O-].[K+].[K+].[C:23]([O:27][CH3:28])(=[O:26])[CH:24]=[CH2:25].C(O)(=O)CC(CC(O)=O)(C(O)=O)O, predict the reaction product. The product is: [CH3:28][O:27][C:23](=[O:26])[CH2:24][CH2:25][N:7]1[C:6]2[CH:15]=[C:2]([Cl:1])[CH:3]=[C:4]([Cl:16])[C:5]=2[O:10][C@@H:9]([CH:11]([CH3:12])[CH3:13])[C:8]1=[O:14]. (5) Given the reactants [F:1][C:2]1[CH:29]=[CH:28][CH:27]=[CH:26][C:3]=1[O:4][CH:5]1[CH2:10][CH2:9][N:8]([C:11]([C:13]2[N:18]=[C:17]([C:19]3[CH2:20][CH2:21][N:22]([CH3:25])[CH2:23][CH:24]=3)[CH:16]=[CH:15][CH:14]=2)=[O:12])[CH2:7][CH2:6]1.[ClH:30], predict the reaction product. The product is: [ClH:30].[F:1][C:2]1[CH:29]=[CH:28][CH:27]=[CH:26][C:3]=1[O:4][CH:5]1[CH2:6][CH2:7][N:8]([C:11]([C:13]2[N:18]=[C:17]([C:19]3[CH2:20][CH2:21][N:22]([CH3:25])[CH2:23][CH:24]=3)[CH:16]=[CH:15][CH:14]=2)=[O:12])[CH2:9][CH2:10]1.